This data is from Forward reaction prediction with 1.9M reactions from USPTO patents (1976-2016). The task is: Predict the product of the given reaction. (1) Given the reactants Br[C:2]1[CH:3]=[CH:4][C:5]([O:10][C@H:11]2[CH2:16][CH2:15][N:14]([C:17](=[O:21])[C@@H:18]([OH:20])[CH3:19])[CH2:13][C@H:12]2[F:22])=[C:6]([CH:9]=1)[C:7]#[N:8].[B:23]1([B:23]2[O:27][C:26]([CH3:29])([CH3:28])[C:25]([CH3:31])([CH3:30])[O:24]2)[O:27][C:26]([CH3:29])([CH3:28])[C:25]([CH3:31])([CH3:30])[O:24]1.C([O-])(=O)C.[K+], predict the reaction product. The product is: [F:22][C@H:12]1[C@@H:11]([O:10][C:5]2[CH:4]=[CH:3][C:2]([B:23]3[O:27][C:26]([CH3:29])([CH3:28])[C:25]([CH3:31])([CH3:30])[O:24]3)=[CH:9][C:6]=2[C:7]#[N:8])[CH2:16][CH2:15][N:14]([C:17](=[O:21])[C@@H:18]([OH:20])[CH3:19])[CH2:13]1. (2) Given the reactants [OH-].[K+].[CH3:3][C:4]1([CH3:14])[CH2:12][C:11]2[C:6](=[CH:7][CH:8]=[CH:9][CH:10]=2)[C:5]1=O.O.NN, predict the reaction product. The product is: [CH3:3][C:4]1([CH3:14])[CH2:5][C:6]2[C:11](=[CH:10][CH:9]=[CH:8][CH:7]=2)[CH2:12]1. (3) Given the reactants [Na+].[I-].[CH2:3]=[C:4]1[CH2:8][N:7]([C:9]([O:11][C:12]([CH3:15])([CH3:14])[CH3:13])=[O:10])[C@H:6]([C:16]([O:18][CH3:19])=[O:17])[CH2:5]1.[Si]([C:24](F)([F:26])[F:25])(C)(C)C, predict the reaction product. The product is: [F:25][C:24]1([F:26])[C:4]2([CH2:5][C@@H:6]([C:16]([O:18][CH3:19])=[O:17])[N:7]([C:9]([O:11][C:12]([CH3:15])([CH3:13])[CH3:14])=[O:10])[CH2:8]2)[CH2:3]1. (4) The product is: [NH:22]1[C:30]2[CH2:29][CH2:28][N:27]([C:2]3[N:7]=[C:6]([NH:8][C:9]4[N:14]=[CH:13][C:12]5[N:15]=[C:16]([CH3:21])[N:17]([CH:18]([CH3:20])[CH3:19])[C:11]=5[CH:10]=4)[CH:5]=[CH:4][N:3]=3)[CH2:26][C:25]=2[CH:24]=[N:23]1. Given the reactants Cl[C:2]1[N:7]=[C:6]([NH:8][C:9]2[N:14]=[CH:13][C:12]3[N:15]=[C:16]([CH3:21])[N:17]([CH:18]([CH3:20])[CH3:19])[C:11]=3[CH:10]=2)[CH:5]=[CH:4][N:3]=1.[NH:22]1[C:30]2[CH2:29][CH2:28][NH:27][CH2:26][C:25]=2[CH:24]=[N:23]1.C(N(CC)CC)C.CC(O)C, predict the reaction product. (5) Given the reactants Br[C:2]1[CH:7]=[CH:6][C:5]([C:8]2[N:9]=[CH:10][O:11][CH:12]=2)=[CH:4][CH:3]=1.[B:13]1([B:13]2[O:17][C:16]([CH3:19])([CH3:18])[C:15]([CH3:21])([CH3:20])[O:14]2)[O:17][C:16]([CH3:19])([CH3:18])[C:15]([CH3:21])([CH3:20])[O:14]1.C([O-])(=O)C.[K+], predict the reaction product. The product is: [O:11]1[CH:12]=[C:8]([C:5]2[CH:6]=[CH:7][C:2]([B:13]3[O:17][C:16]([CH3:19])([CH3:18])[C:15]([CH3:21])([CH3:20])[O:14]3)=[CH:3][CH:4]=2)[N:9]=[CH:10]1. (6) Given the reactants [H-].[H-].[H-].[H-].[Li+].[Al+3].[C:7]([C:10]1[CH:11]=[N:12][C:13]2[C:18]([C:19]=1[NH:20][C:21]1[CH:26]=[CH:25][CH:24]=[C:23]([O:27][CH3:28])[CH:22]=1)=[CH:17][C:16]([S:29]([C:32]1[CH:33]=[C:34]([CH:39]=[CH:40][CH:41]=1)[C:35](OC)=[O:36])(=[O:31])=[O:30])=[CH:15][C:14]=2[CH3:42])(=[O:9])[NH2:8].O.[OH-].[Na+], predict the reaction product. The product is: [OH:36][CH2:35][C:34]1[CH:33]=[C:32]([S:29]([C:16]2[CH:17]=[C:18]3[C:13](=[C:14]([CH3:42])[CH:15]=2)[N:12]=[CH:11][C:10]([C:7]([NH2:8])=[O:9])=[C:19]3[NH:20][C:21]2[CH:26]=[CH:25][CH:24]=[C:23]([O:27][CH3:28])[CH:22]=2)(=[O:31])=[O:30])[CH:41]=[CH:40][CH:39]=1. (7) Given the reactants [CH3:1][C:2]1[C:7]([CH3:8])=[CH:6][N:5]=[C:4]([NH2:9])[CH:3]=1.[C:10]1(=O)[C:18]2[C:13](=[CH:14][CH:15]=[CH:16][CH:17]=2)[C:12](=[O:19])[O:11]1.C([O-])(O)=O.[Na+], predict the reaction product. The product is: [CH3:1][C:2]1[C:7]([CH3:8])=[CH:6][N:5]=[C:4]([N:9]2[C:10](=[O:11])[C:18]3[C:13](=[CH:14][CH:15]=[CH:16][CH:17]=3)[C:12]2=[O:19])[CH:3]=1.